From a dataset of Forward reaction prediction with 1.9M reactions from USPTO patents (1976-2016). Predict the product of the given reaction. (1) The product is: [N:19]1[NH:20][N:21]=[N:22][C:18]=1[C:15]1[CH:16]=[CH:17][C:12]([C:9]2[N:8]([C:23]3[CH:28]=[CH:27][C:26]([C:29]([OH:34])=[O:31])=[CH:25][C:24]=3[CH3:32])[C:7]([CH2:6][CH2:5][C:4]([OH:3])=[O:33])=[CH:11][CH:10]=2)=[CH:13][CH:14]=1. Given the reactants C([O:3][C:4](=[O:33])[CH2:5][CH2:6][C:7]1[N:8]([C:23]2[CH:28]=[CH:27][C:26]([C:29](=[O:31])N)=[CH:25][C:24]=2[CH3:32])[C:9]([C:12]2[CH:17]=[CH:16][C:15]([C:18]3[N:19]=[N:20][NH:21][N:22]=3)=[CH:14][CH:13]=2)=[CH:10][CH:11]=1)C.[OH-:34].[Na+], predict the reaction product. (2) The product is: [N+:1]([C:4]1[CH:13]=[CH:12][C:7]([C:8]([NH:15][NH2:16])=[O:9])=[CH:6][CH:5]=1)([O-:3])=[O:2]. Given the reactants [N+:1]([C:4]1[CH:13]=[CH:12][C:7]([C:8](OC)=[O:9])=[CH:6][CH:5]=1)([O-:3])=[O:2].O.[NH2:15][NH2:16], predict the reaction product. (3) Given the reactants CC1(C)[O:6][C@@H:5]([CH2:7][N:8]2[CH:12]=[C:11](B3OC(C)(C)C(C)(C)O3)[CH:10]=[N:9]2)[CH2:4][O:3]1.Br[C:24]1[CH:25]=[C:26]2[C:32]([C@@H:33]([C:35]3[C:40]([O:41][CH3:42])=[CH:39][CH:38]=[C:37]([F:43])[C:36]=3[Cl:44])[CH3:34])=[N:31][NH:30][C:27]2=[N:28][CH:29]=1.C(=O)([O-])[O-].[K+].[K+].ClCCl, predict the reaction product. The product is: [Cl:44][C:36]1[C:37]([F:43])=[CH:38][CH:39]=[C:40]([O:41][CH3:42])[C:35]=1[C@H:33]([C:32]1[C:26]2[C:27](=[N:28][CH:29]=[C:24]([C:11]3[CH:10]=[N:9][N:8]([CH2:7][C@H:5]([OH:6])[CH2:4][OH:3])[CH:12]=3)[CH:25]=2)[NH:30][N:31]=1)[CH3:34]. (4) Given the reactants [NH2:1][C:2]1[O:3][CH:4]=[C:5]([C:7]([O-:9])=O)[N:6]=1.[Na+].C1C=CC2N(O)N=NC=2C=1.CCN=C=NCCCN(C)C.Cl.[NH2:33][C@H:34]([CH:53]([CH3:55])[CH3:54])[C:35]([N:37]1[CH2:42][CH2:41][C@@:40]([C:44]2[CH:49]=[CH:48][C:47]([Cl:50])=[CH:46][CH:45]=2)([OH:43])[C:39]([CH3:52])([CH3:51])[CH2:38]1)=[O:36], predict the reaction product. The product is: [NH2:1][C:2]1[O:3][CH:4]=[C:5]([C:7]([NH:33][C@H:34]([CH:53]([CH3:55])[CH3:54])[C:35]([N:37]2[CH2:42][CH2:41][C@@:40]([C:44]3[CH:45]=[CH:46][C:47]([Cl:50])=[CH:48][CH:49]=3)([OH:43])[C:39]([CH3:51])([CH3:52])[CH2:38]2)=[O:36])=[O:9])[N:6]=1. (5) Given the reactants [Cl:1][C:2]1[CH:3]=[C:4]([C:12]2[S:16][C:15]([C:17]3[C:18]([CH2:26][CH3:27])=[C:19]([CH2:23][CH:24]=O)[CH:20]=[CH:21][CH:22]=3)=[N:14][N:13]=2)[CH:5]=[CH:6][C:7]=1[O:8][CH:9]([CH3:11])[CH3:10].[NH:28]1[CH2:32][CH2:31][CH:30]([C:33]([OH:35])=[O:34])[CH2:29]1.CC(O)=O.C(O[BH-](OC(=O)C)OC(=O)C)(=O)C.[Na+], predict the reaction product. The product is: [Cl:1][C:2]1[CH:3]=[C:4]([C:12]2[S:16][C:15]([C:17]3[C:18]([CH2:26][CH3:27])=[C:19]([CH2:23][CH2:24][N:28]4[CH2:32][CH2:31][CH:30]([C:33]([OH:35])=[O:34])[CH2:29]4)[CH:20]=[CH:21][CH:22]=3)=[N:14][N:13]=2)[CH:5]=[CH:6][C:7]=1[O:8][CH:9]([CH3:11])[CH3:10]. (6) Given the reactants Cl[C:2]1[N:7]=[CH:6][N:5]=[C:4]([NH2:8])[CH:3]=1.[N:9]1[CH:14]=[CH:13][CH:12]=[C:11](B(O)[OH:16])[CH:10]=1.[C:18]([O-:21])([O-])=[O:19].[Na+].[Na+].CO, predict the reaction product. The product is: [OH-:16].[NH4+:5].[C:18]([O:21][CH2:3][CH3:4])(=[O:19])[CH3:10].[N:9]1[CH:14]=[CH:13][CH:12]=[C:11]([C:2]2[N:7]=[CH:6][N:5]=[C:4]([NH2:8])[CH:3]=2)[CH:10]=1. (7) Given the reactants [C:1]([O:5][C:6]([N:8]1[CH2:13][CH2:12][CH:11]([NH:14][C:15]2[CH:20]=[CH:19][C:18]([CH3:21])=[CH:17][CH:16]=2)[CH2:10][CH2:9]1)=[O:7])([CH3:4])([CH3:3])[CH3:2].Cl[CH2:23][C:24]1[CH:25]=[C:26]([C:30]2[CH:35]=[C:34]([O:36][CH3:37])[C:33]([O:38][CH3:39])=[C:32]([O:40][CH3:41])[CH:31]=2)[CH:27]=[N:28][CH:29]=1, predict the reaction product. The product is: [C:1]([O:5][C:6]([N:8]1[CH2:13][CH2:12][CH:11]([N:14]([C:15]2[CH:20]=[CH:19][C:18]([CH3:21])=[CH:17][CH:16]=2)[CH2:23][C:24]2[CH:25]=[C:26]([C:30]3[CH:35]=[C:34]([O:36][CH3:37])[C:33]([O:38][CH3:39])=[C:32]([O:40][CH3:41])[CH:31]=3)[CH:27]=[N:28][CH:29]=2)[CH2:10][CH2:9]1)=[O:7])([CH3:4])([CH3:3])[CH3:2].